Dataset: Full USPTO retrosynthesis dataset with 1.9M reactions from patents (1976-2016). Task: Predict the reactants needed to synthesize the given product. (1) The reactants are: [CH:1]1[C:6](=[O:7])[C:5]([OH:8])=[CH:4][O:3][C:2]=1[CH2:9][OH:10].C([O-])([O-])=O.[Cs+].[Cs+].[Br:17][CH2:18][CH2:19][CH2:20][CH2:21][CH2:22]Br. Given the product [Br:17][CH2:18][CH2:19][CH2:20][CH2:21][CH2:22][O:8][C:5]1[C:6](=[O:7])[CH:1]=[C:2]([CH2:9][OH:10])[O:3][CH:4]=1, predict the reactants needed to synthesize it. (2) Given the product [CH3:24][C:21]1([CH3:25])[O:20][CH:19]([CH2:18][O:17][C:13]2[CH:12]=[C:11]([C:10]3[C:3]4[C:2]([NH2:1])=[N:7][CH:6]=[N:5][C:4]=4[N:8]([CH:26]4[CH2:31][CH2:30][NH:29][CH2:28][CH2:27]4)[CH:9]=3)[CH:16]=[CH:15][CH:14]=2)[CH2:23][CH2:22]1, predict the reactants needed to synthesize it. The reactants are: [NH2:1][C:2]1[C:3]2[C:10]([C:11]3[CH:16]=[CH:15][CH:14]=[C:13]([O:17][CH2:18][CH:19]4[CH2:23][CH2:22][C:21]([CH3:25])([CH3:24])[O:20]4)[CH:12]=3)=[CH:9][N:8]([CH:26]3[CH2:31][CH2:30][N:29](C(OC(C)(C)C)=O)[CH2:28][CH2:27]3)[C:4]=2[N:5]=[CH:6][N:7]=1.C(O)(C(F)(F)F)=O.